This data is from Full USPTO retrosynthesis dataset with 1.9M reactions from patents (1976-2016). The task is: Predict the reactants needed to synthesize the given product. Given the product [CH:11]1([NH:14][C:2]2[CH:7]=[CH:6][CH:5]=[CH:4][C:3]=2[N+:8]([O-:10])=[O:9])[CH2:13][CH2:12]1, predict the reactants needed to synthesize it. The reactants are: F[C:2]1[CH:7]=[CH:6][CH:5]=[CH:4][C:3]=1[N+:8]([O-:10])=[O:9].[CH:11]1([NH2:14])[CH2:13][CH2:12]1.O.